From a dataset of Full USPTO retrosynthesis dataset with 1.9M reactions from patents (1976-2016). Predict the reactants needed to synthesize the given product. (1) The reactants are: [C:1]1([Mg]Br)[CH:6]=[CH:5][CH:4]=[CH:3][CH:2]=1.[CH3:9][N:10]1[CH2:27][CH2:26][C:13]2[N:14]([CH:22]([CH3:25])[CH:23]=[O:24])[C:15]3[CH:16]=[CH:17][C:18]([CH3:21])=[CH:19][C:20]=3[C:12]=2[CH2:11]1. Given the product [CH3:9][N:10]1[CH2:27][CH2:26][C:13]2[N:14]([CH:22]([CH3:25])[CH:23]([C:1]3[CH:6]=[CH:5][CH:4]=[CH:3][CH:2]=3)[OH:24])[C:15]3[CH:16]=[CH:17][C:18]([CH3:21])=[CH:19][C:20]=3[C:12]=2[CH2:11]1, predict the reactants needed to synthesize it. (2) Given the product [F:24][C:25]1[CH:33]=[C:32]([C:34]#[C:35][CH2:36][CH2:37][O:38][CH3:39])[C:28]2[O:29][CH2:30][O:31][C:27]=2[C:26]=1[NH:40][C:2]1[C:11]2[C:6](=[CH:7][C:8]([O:14][CH2:15][CH2:16][CH2:17][N:18]3[CH2:23][CH2:22][O:21][CH2:20][CH2:19]3)=[C:9]([O:12][CH3:13])[CH:10]=2)[N:5]=[CH:4][N:3]=1, predict the reactants needed to synthesize it. The reactants are: Cl[C:2]1[C:11]2[C:6](=[CH:7][C:8]([O:14][CH2:15][CH2:16][CH2:17][N:18]3[CH2:23][CH2:22][O:21][CH2:20][CH2:19]3)=[C:9]([O:12][CH3:13])[CH:10]=2)[N:5]=[CH:4][N:3]=1.[F:24][C:25]1[CH:33]=[C:32]([C:34]#[C:35][CH2:36][CH2:37][O:38][CH3:39])[C:28]2[O:29][CH2:30][O:31][C:27]=2[C:26]=1[NH2:40].C[Si]([N-][Si](C)(C)C)(C)C.[Na+]. (3) Given the product [P:1]([O:13][CH2:14][CH2:15][N:16]1[CH2:17][CH2:18][N:19]([CH2:23][CH2:24][C@@H:25]([NH:34][C:35]2[CH:40]=[CH:39][C:38]([S:41](=[O:42])(=[O:43])[NH2:44])=[CH:37][C:36]=2[S:45]([C:48]([F:50])([F:49])[F:51])(=[O:47])=[O:46])[CH2:26][S:27][C:28]2[CH:29]=[CH:30][CH:31]=[CH:32][CH:33]=2)[CH2:20][CH2:21]1)([O:3][C:4]([CH3:5])([CH3:6])[CH3:7])([O:8][C:9]([CH3:12])([CH3:11])[CH3:10])=[O:2], predict the reactants needed to synthesize it. The reactants are: [P:1]([O:13][CH2:14][CH2:15][N:16]1[CH2:21][CH2:20][NH:19][CH2:18][CH2:17]1)([O:8][C:9]([CH3:12])([CH3:11])[CH3:10])([O:3][C:4]([CH3:7])([CH3:6])[CH3:5])=[O:2].O=[CH:23][CH2:24][C@@H:25]([NH:34][C:35]1[CH:40]=[CH:39][C:38]([S:41]([NH2:44])(=[O:43])=[O:42])=[CH:37][C:36]=1[S:45]([C:48]([F:51])([F:50])[F:49])(=[O:47])=[O:46])[CH2:26][S:27][C:28]1[CH:33]=[CH:32][CH:31]=[CH:30][CH:29]=1.C(O[BH-](OC(=O)C)OC(=O)C)(=O)C.[Na+].[OH-].[Na+]. (4) Given the product [ClH:38].[CH3:1][CH:2]1[CH2:11][C:10]2[N:9]=[N:8][C:7]([C:12]3[CH:17]=[CH:16][CH:15]=[C:14]([C:18]([F:19])([F:20])[F:21])[CH:13]=3)=[CH:6][C:5]=2[CH:4]([O:22][C:23]([N:32]2[CH2:37][CH2:36][O:35][CH2:34][CH2:33]2)=[O:24])[CH2:3]1, predict the reactants needed to synthesize it. The reactants are: [CH3:1][CH:2]1[CH2:11][C:10]2[N:9]=[N:8][C:7]([C:12]3[CH:17]=[CH:16][CH:15]=[C:14]([C:18]([F:21])([F:20])[F:19])[CH:13]=3)=[CH:6][C:5]=2[CH:4]([O:22][C:23](OC2C=CC=CC=2)=[O:24])[CH2:3]1.[NH:32]1[CH2:37][CH2:36][O:35][CH2:34][CH2:33]1.[ClH:38].O1CCOCC1. (5) Given the product [C:1]([O:5][C:6]([CH:8]1[CH2:13][CH2:12][N:11]([C:14]2[C:15]([C:26]#[N:27])=[CH:16][C:17]([C:21]([O:23][CH2:24][CH3:25])=[O:22])=[C:18]([O:20][S:29]([C:32]([F:35])([F:34])[F:33])(=[O:30])=[O:28])[N:19]=2)[CH2:10][CH2:9]1)=[O:7])([CH3:2])([CH3:4])[CH3:3], predict the reactants needed to synthesize it. The reactants are: [C:1]([O:5][C:6]([CH:8]1[CH2:13][CH2:12][N:11]([C:14]2[NH:19][C:18](=[O:20])[C:17]([C:21]([O:23][CH2:24][CH3:25])=[O:22])=[CH:16][C:15]=2[C:26]#[N:27])[CH2:10][CH2:9]1)=[O:7])([CH3:4])([CH3:3])[CH3:2].[O:28](S(C(F)(F)F)(=O)=O)[S:29]([C:32]([F:35])([F:34])[F:33])(=O)=[O:30].C([O-])(O)=O.[Na+].